From a dataset of NCI-60 drug combinations with 297,098 pairs across 59 cell lines. Regression. Given two drug SMILES strings and cell line genomic features, predict the synergy score measuring deviation from expected non-interaction effect. Drug 1: C1CC(=O)NC(=O)C1N2CC3=C(C2=O)C=CC=C3N. Drug 2: C1=CC(=CC=C1CCCC(=O)O)N(CCCl)CCCl. Cell line: HL-60(TB). Synergy scores: CSS=65.3, Synergy_ZIP=-5.92, Synergy_Bliss=-12.3, Synergy_Loewe=-21.1, Synergy_HSA=-8.68.